This data is from Reaction yield outcomes from USPTO patents with 853,638 reactions. The task is: Predict the reaction yield, written as a fraction of the theoretical maximum amount of product (1.0 means a 100% yield; for example, 0.34 means a 34% yield). The reactants are ClC(Cl)(O[C:5](=[O:11])[O:6][C:7](Cl)(Cl)Cl)Cl.[CH2:13]([N:15]1[C:19]2[N:20]=[C:21]([C:30]3[CH:35]=[CH:34][C:33]([NH2:36])=[CH:32][CH:31]=3)[N:22]=[C:23]([N:24]3[CH2:29][CH2:28][O:27][CH2:26][CH2:25]3)[C:18]=2[N:17]=[N:16]1)[CH3:14].[NH2:37][C:38]1[CH:46]=[CH:45][C:41]([CH2:42]CO)=[CH:40][CH:39]=1.CCN(CC)CC. The catalyst is C(Cl)Cl. The product is [CH2:13]([N:15]1[C:19]2[N:20]=[C:21]([C:30]3[CH:35]=[CH:34][C:33]([NH:36][C:5](=[O:11])[O:6][CH2:7][CH2:42][C:41]4[CH:45]=[CH:46][C:38]([NH2:37])=[CH:39][CH:40]=4)=[CH:32][CH:31]=3)[N:22]=[C:23]([N:24]3[CH2:25][CH2:26][O:27][CH2:28][CH2:29]3)[C:18]=2[N:17]=[N:16]1)[CH3:14]. The yield is 0.120.